This data is from Peptide-MHC class I binding affinity with 185,985 pairs from IEDB/IMGT. The task is: Regression. Given a peptide amino acid sequence and an MHC pseudo amino acid sequence, predict their binding affinity value. This is MHC class I binding data. (1) The peptide sequence is FIRYGDASL. The MHC is HLA-B58:01 with pseudo-sequence HLA-B58:01. The binding affinity (normalized) is 0.0847. (2) The peptide sequence is KSRCGSLGY. The MHC is HLA-A24:03 with pseudo-sequence HLA-A24:03. The binding affinity (normalized) is 0.128. (3) The peptide sequence is RPRGDNFAV. The MHC is HLA-B07:02 with pseudo-sequence HLA-B07:02. The binding affinity (normalized) is 0.843.